This data is from Forward reaction prediction with 1.9M reactions from USPTO patents (1976-2016). The task is: Predict the product of the given reaction. (1) Given the reactants CC(C[AlH]CC(C)C)C.[Cl:10][C:11]1[N:16]=[C:15]([CH:17]2[CH2:19][CH2:18]2)[C:14]([I:20])=[C:13]([C:21](OC)=[O:22])[CH:12]=1, predict the reaction product. The product is: [Cl:10][C:11]1[N:16]=[C:15]([CH:17]2[CH2:18][CH2:19]2)[C:14]([I:20])=[C:13]([CH:12]=1)[CH:21]=[O:22]. (2) Given the reactants Br[C:2]1[S:3][C:4](Br)=[C:5]([CH2:15][CH2:16][CH2:17][CH2:18][CH2:19][CH2:20][CH2:21][CH3:22])[C:6]=1[CH2:7][CH2:8][CH2:9][CH2:10][CH2:11][CH2:12][CH2:13][CH3:14].C([Sn](CCCC)(CCCC)[C:29]1[S:30][CH:31]=[CH:32][CH:33]=1)CCC, predict the reaction product. The product is: [S:3]1[CH:4]=[CH:5][CH:6]=[C:2]1[C:2]1[S:3][C:4]([C:31]2[S:30][CH:29]=[CH:33][CH:32]=2)=[C:5]([CH2:15][CH2:16][CH2:17][CH2:18][CH2:19][CH2:20][CH2:21][CH3:22])[C:6]=1[CH2:7][CH2:8][CH2:9][CH2:10][CH2:11][CH2:12][CH2:13][CH3:14]. (3) Given the reactants [Cl:1][C:2]1[CH:7]=[CH:6][C:5]([C:8]2[N:12]([CH:13]3[CH2:15][CH2:14]3)[C:11](=[O:16])[NH:10][CH:9]=2)=[CH:4][CH:3]=1.Cl[CH2:18][C:19]([O:21][CH2:22][CH3:23])=[O:20].C(=O)([O-])[O-].[K+].[K+], predict the reaction product. The product is: [Cl:1][C:2]1[CH:3]=[CH:4][C:5]([C:8]2[N:12]([CH:13]3[CH2:14][CH2:15]3)[C:11](=[O:16])[N:10]([CH2:18][C:19]([O:21][CH2:22][CH3:23])=[O:20])[CH:9]=2)=[CH:6][CH:7]=1. (4) Given the reactants C([O:3][C:4](=[O:27])[CH2:5][C:6]1[CH:11]=[CH:10][CH:9]=[C:8]([O:12][C:13]2[CH:18]=[CH:17][C:16]([Br:19])=[CH:15][C:14]=2[CH2:20][N:21]2[CH2:25][CH2:24][O:23][C:22]2=[O:26])[CH:7]=1)C.[OH-].[Li+], predict the reaction product. The product is: [Br:19][C:16]1[CH:17]=[CH:18][C:13]([O:12][C:8]2[CH:7]=[C:6]([CH2:5][C:4]([OH:27])=[O:3])[CH:11]=[CH:10][CH:9]=2)=[C:14]([CH2:20][N:21]2[CH2:25][CH2:24][O:23][C:22]2=[O:26])[CH:15]=1. (5) The product is: [N:14]1[CH:19]=[CH:18][CH:17]=[CH:16][C:15]=1[N:20]1[CH2:21][CH2:22][N:23]([CH2:11][C:10]([NH:9][C:3]2[CH:4]=[CH:5][CH:6]=[CH:7][C:2]=2[NH:9][C:10](=[O:13])[CH2:11][N:23]2[CH2:22][CH2:21][N:20]([C:15]3[CH:16]=[CH:17][CH:18]=[CH:19][N:14]=3)[CH2:25][CH2:24]2)=[O:13])[CH2:24][CH2:25]1. Given the reactants C[C:2]1[CH:7]=[CH:6][C:5](C)=[CH:4][C:3]=1[NH:9][C:10](=[O:13])[CH2:11]Cl.[N:14]1[CH:19]=[CH:18][CH:17]=[CH:16][C:15]=1[N:20]1[CH2:25][CH2:24][NH:23][CH2:22][CH2:21]1, predict the reaction product.